From a dataset of Forward reaction prediction with 1.9M reactions from USPTO patents (1976-2016). Predict the product of the given reaction. (1) The product is: [CH2:1]([O:8][C:9]1[CH:10]=[CH:11][C:12]([C@@H:20]([O:23][Si:24]([C:27]([CH3:30])([CH3:29])[CH3:28])([CH3:26])[CH3:25])[CH2:21][NH:31][C:32]([CH3:43])([CH3:42])[CH2:33][C:34]2[CH:39]=[CH:38][CH:37]=[C:36]([CH2:40][OH:41])[CH:35]=2)=[C:13]2[C:18]=1[NH:17][C:16](=[O:19])[CH:15]=[CH:14]2)[C:2]1[CH:7]=[CH:6][CH:5]=[CH:4][CH:3]=1. Given the reactants [CH2:1]([O:8][C:9]1[CH:10]=[CH:11][C:12]([C@@H:20]([O:23][Si:24]([C:27]([CH3:30])([CH3:29])[CH3:28])([CH3:26])[CH3:25])[CH2:21]Br)=[C:13]2[C:18]=1[NH:17][C:16](=[O:19])[CH:15]=[CH:14]2)[C:2]1[CH:7]=[CH:6][CH:5]=[CH:4][CH:3]=1.[NH2:31][C:32]([CH3:43])([CH3:42])[CH2:33][C:34]1[CH:35]=[C:36]([CH2:40][OH:41])[CH:37]=[CH:38][CH:39]=1.[I-].[Na+].CCN(C(C)C)C(C)C, predict the reaction product. (2) Given the reactants [OH:1][C@@H:2]1[CH2:6][CH2:5][CH2:4][C@H:3]1[O:7][C:8]([NH:10][CH2:11][C:12]1([CH2:18][C:19]([O:21][CH2:22][C:23]2[CH:28]=[CH:27][CH:26]=[CH:25][CH:24]=2)=[O:20])[CH2:17][CH2:16][CH2:15][CH2:14][CH2:13]1)=[O:9].[Cr](Cl)([O-])(=O)=O.[NH+]1C=CC=CC=1.CC([O-])=O.[Na+], predict the reaction product. The product is: [O:1]=[C:2]1[CH2:6][CH2:5][CH2:4][C@H:3]1[O:7][C:8]([NH:10][CH2:11][C:12]1([CH2:18][C:19]([O:21][CH2:22][C:23]2[CH:24]=[CH:25][CH:26]=[CH:27][CH:28]=2)=[O:20])[CH2:17][CH2:16][CH2:15][CH2:14][CH2:13]1)=[O:9]. (3) Given the reactants [CH2:1]([O:3][C:4]([C:6]1[N:7]=[C:8]2[CH:13]=[C:12]([CH3:14])[CH:11]=[CH:10][N:9]2[C:15]=1Br)=[O:5])[CH3:2].[F:17][C:18]1[CH:23]=[CH:22][C:21](B(O)O)=[CH:20][CH:19]=1.C([O-])(O)=O.[Na+], predict the reaction product. The product is: [CH2:1]([O:3][C:4]([C:6]1[N:7]=[C:8]2[CH:13]=[C:12]([CH3:14])[CH:11]=[CH:10][N:9]2[C:15]=1[C:21]1[CH:22]=[CH:23][C:18]([F:17])=[CH:19][CH:20]=1)=[O:5])[CH3:2]. (4) Given the reactants [CH3:1][N:2]([CH3:23])[S:3]([N:6]1[CH:10]=[C:9]([CH2:11][C:12]([CH3:16])([CH3:15])[CH2:13][CH3:14])[N:8]=[C:7]1[CH:17]=[CH:18][C:19]([O:21][CH3:22])=[O:20])(=[O:5])=[O:4], predict the reaction product. The product is: [CH3:23][N:2]([CH3:1])[S:3]([N:6]1[CH:10]=[C:9]([CH2:11][C:12]([CH3:16])([CH3:15])[CH2:13][CH3:14])[N:8]=[C:7]1[CH2:17][CH2:18][C:19]([O:21][CH3:22])=[O:20])(=[O:4])=[O:5].